Dataset: Forward reaction prediction with 1.9M reactions from USPTO patents (1976-2016). Task: Predict the product of the given reaction. The product is: [Cl:12][C:6]1[CH:7]=[C:8]([F:11])[CH:9]=[CH:10][C:5]=1[CH2:4][NH:3][O:2][CH3:1]. Given the reactants [CH3:1][O:2][N:3]=[CH:4][C:5]1[CH:10]=[CH:9][C:8]([F:11])=[CH:7][C:6]=1[Cl:12].C([BH3-])#N.[Na+], predict the reaction product.